Dataset: Forward reaction prediction with 1.9M reactions from USPTO patents (1976-2016). Task: Predict the product of the given reaction. (1) Given the reactants [CH:1]1([N:6]2[CH:12]([CH3:13])[CH2:11][C:10](=[O:14])[N:9]([CH3:15])[C:8]3[CH:16]=[N:17][C:18]([NH:20][C:21]4[CH:29]=[CH:28][C:24]([C:25]([OH:27])=O)=[CH:23][C:22]=4[O:30][CH3:31])=[N:19][C:7]2=3)[CH2:5][CH2:4][CH2:3][CH2:2]1.F[P-](F)(F)(F)(F)F.CN(C(N(C)C)=[N+]1C2C(=NC=CC=2)[N+]([O-])=N1)C.C(N(C(C)C)C(C)C)C.[NH2:65][CH:66]1[CH2:71][CH2:70][N:69]([CH3:72])[CH2:68][CH2:67]1, predict the reaction product. The product is: [CH:1]1([N:6]2[CH:12]([CH3:13])[CH2:11][C:10](=[O:14])[N:9]([CH3:15])[C:8]3[CH:16]=[N:17][C:18]([NH:20][C:21]4[CH:29]=[CH:28][C:24]([C:25]([NH:65][CH:66]5[CH2:71][CH2:70][N:69]([CH3:72])[CH2:68][CH2:67]5)=[O:27])=[CH:23][C:22]=4[O:30][CH3:31])=[N:19][C:7]2=3)[CH2:5][CH2:4][CH2:3][CH2:2]1. (2) Given the reactants [C:1]([O:5][C:6](=[O:15])[NH:7][CH2:8][C@H]1CCC[C@H]1O)([CH3:4])([CH3:3])[CH3:2].[C:16]([O:19][C:20](=[O:22])[CH3:21])(=O)[CH3:17].N1C=C[CH:26]=[CH:25][CH:24]=1, predict the reaction product. The product is: [C:20]([O:19][C@@H:16]1[CH2:26][CH2:25][CH2:24][C@H:17]1[N:7]([C:6]([O:5][C:1]([CH3:4])([CH3:2])[CH3:3])=[O:15])[CH3:8])(=[O:22])[CH3:21]. (3) The product is: [CH2:1]([N:3]1[C:4](=[O:31])[N:5]([CH3:30])/[C:6](=[CH:9]\[C:10]2[CH:15]=[CH:14][C:13]([O:16][CH2:17][C:18]3[CH:23]=[CH:22][CH:21]=[CH:20][C:19]=3[C:24]([F:26])([F:25])[F:27])=[C:12]([O:28][CH3:29])[CH:11]=2)/[C:7]/1=[N:8]\[CH3:32])[CH3:2]. Given the reactants [CH2:1]([N:3]1[C:7](=[NH:8])/[C:6](=[CH:9]/[C:10]2[CH:15]=[CH:14][C:13]([O:16][CH2:17][C:18]3[CH:23]=[CH:22][CH:21]=[CH:20][C:19]=3[C:24]([F:27])([F:26])[F:25])=[C:12]([O:28][CH3:29])[CH:11]=2)/[N:5]([CH3:30])[C:4]1=[O:31])[CH3:2].[C:32](=O)([O-])[O-].[K+].[K+].IC.O, predict the reaction product. (4) Given the reactants [CH2:1]([N:5]1[C:13]2[C:12](=[O:14])[N:11]([CH3:15])[C:10](Cl)=[N:9][C:8]=2[N:7]=[C:6]1[N:17]1[CH2:22][CH2:21][N:20]([C:23]([O:25][C:26]([CH3:29])([CH3:28])[CH3:27])=[O:24])[CH2:19][CH2:18]1)[C:2]#[C:3][CH3:4].[OH:30][C:31]1([C:34]([O:36][CH2:37][CH3:38])=[O:35])[CH2:33][CH2:32]1.[H-].[Na+].Cl, predict the reaction product. The product is: [CH2:1]([N:5]1[C:13]2[C:12](=[O:14])[N:11]([CH3:15])[C:10]([O:30][C:31]3([C:34]([O:36][CH2:37][CH3:38])=[O:35])[CH2:33][CH2:32]3)=[N:9][C:8]=2[N:7]=[C:6]1[N:17]1[CH2:22][CH2:21][N:20]([C:23]([O:25][C:26]([CH3:29])([CH3:28])[CH3:27])=[O:24])[CH2:19][CH2:18]1)[C:2]#[C:3][CH3:4]. (5) Given the reactants CC(N)(C)CSC.C1(=O)OC(=O)C2=CC=CC=C12.[CH3:19][C:20]([NH:25][C:26](=[O:36])[C:27]1[C:28](=[CH:32][CH:33]=[CH:34][CH:35]=1)[C:29]([OH:31])=O)([CH3:24])[CH2:21][S:22][CH3:23].C(=O)([O-])O.[Na+].ClC(OC)=O.[CH3:47][C:48]1[CH:54]=[C:53]([C:55]([F:64])([C:60]([F:63])([F:62])[F:61])[C:56]([F:59])([F:58])[F:57])[CH:52]=[CH:51][C:49]=1[NH2:50].Cl, predict the reaction product. The product is: [CH3:24][C:20]([NH:25][C:26]([C:27]1[C:28]([C:29]([NH:50][C:49]2[CH:51]=[CH:52][C:53]([C:55]([F:64])([C:56]([F:57])([F:58])[F:59])[C:60]([F:61])([F:62])[F:63])=[CH:54][C:48]=2[CH3:47])=[O:31])=[CH:32][CH:33]=[CH:34][CH:35]=1)=[O:36])([CH3:19])[CH2:21][S:22][CH3:23]. (6) Given the reactants CCN=C=NCCCN(C)C.CN(C=O)C.[C:17]1([N:23]2[C:31]3[C:26](=[CH:27][CH:28]=[CH:29][CH:30]=3)[CH:25]=[C:24]2[C:32](O)=[O:33])[CH:22]=[CH:21][CH:20]=[CH:19][CH:18]=1.[NH2:35][C@H:36]([C:40]([NH:42][CH:43]([CH:52]([OH:55])[CH2:53][F:54])[CH2:44][C:45]([O:47][C:48]([CH3:51])([CH3:50])[CH3:49])=[O:46])=[O:41])[CH:37]([CH3:39])[CH3:38], predict the reaction product. The product is: [C:17]1([N:23]2[C:31]3[C:26](=[CH:27][CH:28]=[CH:29][CH:30]=3)[CH:25]=[C:24]2[C:32]([NH:35][C@H:36]([C:40]([NH:42][CH:43]([CH:52]([OH:55])[CH2:53][F:54])[CH2:44][C:45]([O:47][C:48]([CH3:49])([CH3:50])[CH3:51])=[O:46])=[O:41])[CH:37]([CH3:38])[CH3:39])=[O:33])[CH:22]=[CH:21][CH:20]=[CH:19][CH:18]=1.